The task is: Predict the product of the given reaction.. This data is from Forward reaction prediction with 1.9M reactions from USPTO patents (1976-2016). (1) Given the reactants O=[C:2]([C:10]1[CH:15]=[CH:14][CH:13]=[CH:12][CH:11]=1)[CH2:3][C:4](OCCC)=[O:5].O.[NH2:17][NH2:18], predict the reaction product. The product is: [C:10]1([C:2]2[CH2:3][C:4](=[O:5])[NH:18][N:17]=2)[CH:15]=[CH:14][CH:13]=[CH:12][CH:11]=1. (2) Given the reactants [F:1][C:2]1[CH:7]=[CH:6][C:5]([CH2:8][C:9]2[CH:18]=[C:17]3[C:12]([C:13]([OH:35])=[C:14]([C:30](OCC)=[O:31])[C:15](=[O:29])[N:16]3[CH2:19][CH2:20][CH2:21][N:22]3[CH2:27][CH2:26][CH2:25][CH2:24][C:23]3=[O:28])=[N:11][CH:10]=2)=[CH:4][CH:3]=1.[NH2:36][CH2:37][C@H:38]([OH:40])[CH3:39], predict the reaction product. The product is: [F:1][C:2]1[CH:7]=[CH:6][C:5]([CH2:8][C:9]2[CH:18]=[C:17]3[C:12]([C:13]([OH:35])=[C:14]([C:30]([NH:36][CH2:37][C@H:38]([OH:40])[CH3:39])=[O:31])[C:15](=[O:29])[N:16]3[CH2:19][CH2:20][CH2:21][N:22]3[CH2:27][CH2:26][CH2:25][CH2:24][C:23]3=[O:28])=[N:11][CH:10]=2)=[CH:4][CH:3]=1. (3) The product is: [C:25]([O:28][CH2:29][C:30]1[C:31]([C:2]2[CH:3]=[C:4]([NH:10][C:11]3[CH:16]=[CH:15][C:14]([CH:17]4[CH2:22][CH2:21][N:20]([CH2:23][CH3:24])[CH2:19][CH2:18]4)=[CH:13][N:12]=3)[C:5](=[O:9])[N:6]([CH3:8])[N:7]=2)=[CH:32][CH:33]=[CH:34][C:35]=1[N:36]1[N:45]=[CH:44][C:43]2[C:38](=[C:39]([F:50])[CH:40]=[C:41]([C:46]([CH3:48])([CH3:47])[CH3:49])[CH:42]=2)[C:37]1=[O:51])(=[O:27])[CH3:26]. Given the reactants Cl[C:2]1[CH:3]=[C:4]([NH:10][C:11]2[CH:16]=[CH:15][C:14]([CH:17]3[CH2:22][CH2:21][N:20]([CH2:23][CH3:24])[CH2:19][CH2:18]3)=[CH:13][N:12]=2)[C:5](=[O:9])[N:6]([CH3:8])[N:7]=1.[C:25]([O:28][CH2:29][C:30]1[C:35]([N:36]2[N:45]=[CH:44][C:43]3[C:38](=[C:39]([F:50])[CH:40]=[C:41]([C:46]([CH3:49])([CH3:48])[CH3:47])[CH:42]=3)[C:37]2=[O:51])=[CH:34][CH:33]=[CH:32][C:31]=1[B-](F)(F)F)(=[O:27])[CH3:26].[K+].CC(C1C=C(C(C)C)C(C2C=CC=CC=2P(C2CCCCC2)C2CCCCC2)=C(C(C)C)C=1)C.[O-]P([O-])([O-])=O.[K+].[K+].[K+], predict the reaction product. (4) Given the reactants [OH:1][CH:2]([C:23]1[CH:28]=[CH:27][C:26]([O:29][CH2:30][CH2:31][N:32]2[CH2:37][CH2:36][CH2:35][CH2:34][CH2:33]2)=[CH:25][CH:24]=1)[C:3]1[C:12]([C:13]2[C:18]([F:19])=[CH:17][C:16]([F:20])=[CH:15][C:14]=2F)=[CH:11][CH:10]=[C:9]2[C:4]=1[CH:5]=[CH:6][C:7]([OH:22])=[CH:8]2.CC(C)([O-])C.[K+], predict the reaction product. The product is: [F:20][C:16]1[CH:15]=[C:14]2[C:13](=[C:18]([F:19])[CH:17]=1)[C:12]1[C:3](=[C:4]3[C:9](=[CH:10][CH:11]=1)[CH:8]=[C:7]([OH:22])[CH:6]=[CH:5]3)[CH:2]([C:23]1[CH:24]=[CH:25][C:26]([O:29][CH2:30][CH2:31][N:32]3[CH2:33][CH2:34][CH2:35][CH2:36][CH2:37]3)=[CH:27][CH:28]=1)[O:1]2. (5) Given the reactants [CH:1]1([C:6]([OH:16])([C:10]2[CH:15]=[CH:14][CH:13]=[CH:12][CH:11]=2)[C:7]([OH:9])=O)[CH2:5][CH2:4][CH2:3][CH2:2]1.OC1C2N=NNC=2C=CC=1.Cl.CN(C)CCCN=C=NCC.CN(C1C=CC=CN=1)C.CN1CCOCC1.[CH2:55]([N:62]1[CH2:66][CH2:65][CH:64]([CH2:67][NH:68][CH3:69])[CH2:63]1)[C:56]1[CH:61]=[CH:60][CH:59]=[CH:58][CH:57]=1, predict the reaction product. The product is: [CH2:55]([N:62]1[CH2:66][CH2:65][CH:64]([CH2:67][N:68]([CH3:69])[C:7](=[O:9])[C:6]([CH:1]2[CH2:2][CH2:3][CH2:4][CH2:5]2)([OH:16])[C:10]2[CH:15]=[CH:14][CH:13]=[CH:12][CH:11]=2)[CH2:63]1)[C:56]1[CH:61]=[CH:60][CH:59]=[CH:58][CH:57]=1. (6) Given the reactants [Cl:1][C:2]1[CH:10]=[C:9]2[C:5]([C:6]([CH:11]=[O:12])=[CH:7][NH:8]2)=[CH:4][C:3]=1[C:13]1[CH:18]=[CH:17][CH:16]=[CH:15][CH:14]=1.CC(=CC)C.Cl([O-])=[O:25].[Na+].O.OP([O-])(O)=O.[Na+], predict the reaction product. The product is: [Cl:1][C:2]1[CH:10]=[C:9]2[C:5]([C:6]([C:11]([OH:25])=[O:12])=[CH:7][NH:8]2)=[CH:4][C:3]=1[C:13]1[CH:14]=[CH:15][CH:16]=[CH:17][CH:18]=1. (7) Given the reactants [Na].[F:2][C:3]1[CH:8]=[CH:7][C:6]([C:9](=[O:20])[CH2:10][CH2:11][CH2:12][N:13]2[CH2:18][CH2:17][CH:16]([CH3:19])[CH2:15][CH2:14]2)=[CH:5][CH:4]=1.[CH:21](OCC)=[O:22].O1CCCC1, predict the reaction product. The product is: [F:2][C:3]1[CH:8]=[CH:7][C:6]([C:9](=[O:20])[C:10](=[CH:21][OH:22])[CH2:11][CH2:12][N:13]2[CH2:18][CH2:17][CH:16]([CH3:19])[CH2:15][CH2:14]2)=[CH:5][CH:4]=1.